From a dataset of Full USPTO retrosynthesis dataset with 1.9M reactions from patents (1976-2016). Predict the reactants needed to synthesize the given product. Given the product [CH2:18]([O:20][CH:17]1[CH2:16][CH2:15][CH2:14][CH2:13][O:8]1)[CH3:19], predict the reactants needed to synthesize it. The reactants are: [C:15]1(C)[CH:16]=[CH:17]C(S([O-])(=[O:8])=[O:8])=[CH:13][CH:14]=1.[NH+]1[CH:17]=[CH:16][CH:15]=[CH:14][CH:13]=1.[CH2:18]([OH:20])[CH3:19].